This data is from HIV replication inhibition screening data with 41,000+ compounds from the AIDS Antiviral Screen. The task is: Binary Classification. Given a drug SMILES string, predict its activity (active/inactive) in a high-throughput screening assay against a specified biological target. (1) The compound is O=c1c2sc3nc(NCCN4CCCCC4)ncc3c2ncn1-c1ccccc1. The result is 0 (inactive). (2) The drug is CC1COC(C)(C)P(=O)(c2ccccc2)C1. The result is 0 (inactive). (3) The molecule is C[n+]1c(-c2ccc(C=NNC(=N)NN=Cc3ccc(-c4cn5ccsc5[n+]4C)cc3)cc2)cn2ccsc21.Cl.[Cl-]. The result is 1 (active). (4) The compound is Cn1cnc(N)c1S(N)(=O)=O. The result is 0 (inactive). (5) The molecule is CCN(CC)CSc1nc2ccccc2s1. The result is 0 (inactive).